From a dataset of Forward reaction prediction with 1.9M reactions from USPTO patents (1976-2016). Predict the product of the given reaction. (1) Given the reactants [ClH:1].[Br:2][C:3]1[N:7]2[N:8]=[C:9]([N:12]3[CH2:17][CH2:16][N:15](C(OC(C)(C)C)=O)[CH2:14][CH:13]3[CH3:25])[CH:10]=[CH:11][C:6]2=[N:5][CH:4]=1, predict the reaction product. The product is: [ClH:1].[ClH:1].[Br:2][C:3]1[N:7]2[N:8]=[C:9]([N:12]3[CH2:17][CH2:16][NH:15][CH2:14][CH:13]3[CH3:25])[CH:10]=[CH:11][C:6]2=[N:5][CH:4]=1. (2) Given the reactants [C:9](O[C:9]([O:11][C:12]([CH3:15])([CH3:14])[CH3:13])=[O:10])([O:11][C:12]([CH3:15])([CH3:14])[CH3:13])=[O:10].[CH3:16][O:17][C:18](=[O:30])[C:19]1[CH:24]=[CH:23][CH:22]=[C:21]([C:25]([F:28])([F:27])[F:26])[C:20]=1[NH2:29].C(N(CC)CC)C, predict the reaction product. The product is: [CH3:16][O:17][C:18](=[O:30])[C:19]1[CH:24]=[CH:23][CH:22]=[C:21]([C:25]([F:28])([F:27])[F:26])[C:20]=1[NH:29][C:9]([O:11][C:12]([CH3:13])([CH3:14])[CH3:15])=[O:10]. (3) Given the reactants [N:1]1[CH:6]=[CH:5][CH:4]=[CH:3][CH:2]=1.[F:7][C:8]([F:21])([F:20])[S:9]([O:12]S(C(F)(F)F)(=O)=O)(=[O:11])=[O:10], predict the reaction product. The product is: [O:12]([C:2]1[CH:3]=[CH:4][CH:5]=[CH:6][N:1]=1)[S:9]([C:8]([F:21])([F:20])[F:7])(=[O:11])=[O:10]. (4) Given the reactants [Br:1][C:2]1[CH:6]=[C:5]([C:7]([OH:9])=O)[N:4]([C:10]2[CH:15]=[CH:14][CH:13]=[CH:12][C:11]=2[Cl:16])[N:3]=1.[NH2:17][C:18]1[C:26]([CH3:27])=[CH:25][C:24]([C:28]#[N:29])=[CH:23][C:19]=1[C:20](O)=[O:21].N1C=CC=C(C)C=1.CS(Cl)(=O)=O, predict the reaction product. The product is: [Br:1][C:2]1[CH:6]=[C:5]([C:7]2[O:9][C:20](=[O:21])[C:19]3[CH:23]=[C:24]([C:28]#[N:29])[CH:25]=[C:26]([CH3:27])[C:18]=3[N:17]=2)[N:4]([C:10]2[CH:15]=[CH:14][CH:13]=[CH:12][C:11]=2[Cl:16])[N:3]=1. (5) Given the reactants O[CH2:2][C@H:3]1[NH:12][C:11]2[C:6](=[CH:7][CH:8]=[CH:9][CH:10]=2)[NH:5][C:4]1=[O:13].S(Cl)(C)(=O)=O.CCN(CC)CC.[N-:26]=[N+:27]=[N-:28].[Na+], predict the reaction product. The product is: [N:26]([CH2:2][C@H:3]1[NH:12][C:11]2[C:6](=[CH:7][CH:8]=[CH:9][CH:10]=2)[NH:5][C:4]1=[O:13])=[N+:27]=[N-:28]. (6) The product is: [CH3:1][O:2][C:3]([C:5]1[CH:10]=[C:9]([NH:32][CH2:31][CH2:30][C:27]2[CH:28]=[CH:29][C:24]([O:23][CH3:22])=[CH:25][CH:26]=2)[N:8]=[C:7]([Cl:12])[N:6]=1)=[O:4]. Given the reactants [CH3:1][O:2][C:3]([C:5]1[CH:10]=[C:9](Cl)[N:8]=[C:7]([Cl:12])[N:6]=1)=[O:4].C(N(CC)C(C)C)(C)C.[CH3:22][O:23][C:24]1[CH:29]=[CH:28][C:27]([CH2:30][CH2:31][NH2:32])=[CH:26][CH:25]=1.O, predict the reaction product. (7) The product is: [NH2:1][C:2]1[N:7]=[C:6]([C:16]#[N:15])[CH:5]=[C:4]([C:9]2[O:10][CH:11]=[CH:12][CH:13]=2)[N:3]=1. Given the reactants [NH2:1][C:2]1[N:7]=[C:6](Cl)[CH:5]=[C:4]([C:9]2[O:10][CH:11]=[CH:12][CH:13]=2)[N:3]=1.[Na].[N:15]12CCN(CC1)C[CH2:16]2.O, predict the reaction product. (8) Given the reactants [CH2:1]([C@H:8]1[CH2:12][O:11][C:10](=[O:13])[N:9]1[C:14](=[O:29])[CH2:15][C@@H:16]([C:22]1[CH:27]=[CH:26][C:25]([OH:28])=[CH:24][CH:23]=1)[C:17]1[CH:21]=[CH:20][O:19][N:18]=1)[C:2]1[CH:7]=[CH:6][CH:5]=[CH:4][CH:3]=1.Br[CH2:31][C:32]1[CH:33]=[C:34]([B:38]([OH:40])[OH:39])[CH:35]=[CH:36][CH:37]=1.C(=O)([O-])[O-].[Cs+].[Cs+], predict the reaction product. The product is: [CH2:1]([C@H:8]1[CH2:12][O:11][C:10](=[O:13])[N:9]1[C:14](=[O:29])[CH2:15][C@@H:16]([C:22]1[CH:27]=[CH:26][C:25]([O:28][CH2:31][C:32]2[CH:33]=[C:34]([B:38]([OH:40])[OH:39])[CH:35]=[CH:36][CH:37]=2)=[CH:24][CH:23]=1)[C:17]1[CH:21]=[CH:20][O:19][N:18]=1)[C:2]1[CH:7]=[CH:6][CH:5]=[CH:4][CH:3]=1. (9) Given the reactants [C:1]([O:9][C@H:10]([C@H:13]([C@H:23]([F:36])[C@@H:24]([CH2:26][O:27][C:28](=[O:35])[C:29]1[CH:34]=[CH:33][CH:32]=[CH:31][CH:30]=1)[OH:25])[O:14][C:15](=[O:22])[C:16]1[CH:21]=[CH:20][CH:19]=[CH:18][CH:17]=1)[CH:11]=[O:12])(=[O:8])[C:2]1[CH:7]=[CH:6][CH:5]=[CH:4][CH:3]=1.[BrH:37], predict the reaction product. The product is: [Br:37][C@@:11]1([O:25][C@H:24]([CH2:26][O:27][C:28](=[O:35])[C:29]2[CH:30]=[CH:31][CH:32]=[CH:33][CH:34]=2)[C@@H:23]([F:36])[C@H:13]([O:14][C:15](=[O:22])[C:16]2[CH:21]=[CH:20][CH:19]=[CH:18][CH:17]=2)[C@H:10]1[O:9][C:1](=[O:8])[C:2]1[CH:3]=[CH:4][CH:5]=[CH:6][CH:7]=1)[OH:12].